This data is from Forward reaction prediction with 1.9M reactions from USPTO patents (1976-2016). The task is: Predict the product of the given reaction. (1) Given the reactants C(ONC(C1N=[CH:16][C:15]2[N:18]([CH2:21][C:22]3[CH:27]=[CH:26][C:25]([F:28])=[CH:24][CH:23]=3)[CH:19]=[N:20][C:14]=2[CH:13]=1)=O)C1C=CC=CC=1.FC1C=CC(CN2C3C=[N:41][C:42]([C:44]([OH:46])=[O:45])=CC=3N=C2)=CC=1.Cl.[CH2:50](ON)C1C=CC=CC=1, predict the reaction product. The product is: [F:28][C:25]1[CH:24]=[CH:23][C:22]([CH2:21][N:18]2[C:15]3[CH:16]=[C:42]([C:44]([O:46][CH3:50])=[O:45])[N:41]=[CH:13][C:14]=3[N:20]=[CH:19]2)=[CH:27][CH:26]=1. (2) Given the reactants [O:1]=[C:2]1[NH:7][CH2:6][N:5]([C@H:8]2[CH2:13][CH2:12][C@H:11]([CH2:14][N:15]3[CH2:20][CH2:19][N:18]([CH2:21][CH2:22][C:23]#[N:24])[CH2:17][CH2:16]3)[CH2:10][CH2:9]2)[C:4]2[C:25]3[CH:31]=[CH:30][N:29]([CH2:32][O:33][CH2:34][CH2:35][Si:36]([CH3:39])([CH3:38])[CH3:37])[C:26]=3[N:27]=[CH:28][C:3]1=2.[CH:40]1(B(O)O)[CH2:42][CH2:41]1.N1C=CC=CC=1C1C=CC=CN=1.C(=O)([O-])[O-].[Na+].[Na+], predict the reaction product. The product is: [CH:40]1([N:7]2[C:2](=[O:1])[C:3]3[CH:28]=[N:27][C:26]4[N:29]([CH2:32][O:33][CH2:34][CH2:35][Si:36]([CH3:38])([CH3:37])[CH3:39])[CH:30]=[CH:31][C:25]=4[C:4]=3[N:5]([C@H:8]3[CH2:13][CH2:12][C@H:11]([CH2:14][N:15]4[CH2:16][CH2:17][N:18]([CH2:21][CH2:22][C:23]#[N:24])[CH2:19][CH2:20]4)[CH2:10][CH2:9]3)[CH2:6]2)[CH2:42][CH2:41]1. (3) Given the reactants [CH3:1][O:2][C:3]([C:5]1[C:13]2[C:8](=[CH:9][C:10](Cl)=[CH:11][CH:12]=2)[N:7]([CH3:15])[C:6]=1[CH3:16])=[O:4].[CH3:17][C:18]1[CH:19]=[C:20]([OH:33])[CH:21]=[CH:22][C:23]=1B1OC(C)(C)C(C)(C)O1.P([O-])([O-])([O-])=O.[K+].[K+].[K+], predict the reaction product. The product is: [CH3:1][O:2][C:3]([C:5]1[C:13]2[C:8](=[CH:9][C:10]([C:23]3[CH:22]=[CH:21][C:20]([OH:33])=[CH:19][C:18]=3[CH3:17])=[CH:11][CH:12]=2)[N:7]([CH3:15])[C:6]=1[CH3:16])=[O:4]. (4) Given the reactants [F:1][C:2]([F:32])([F:31])[C:3]1[CH:26]=[C:25]([C:27]([F:30])([F:29])[F:28])[CH:24]=[CH:23][C:4]=1[CH2:5][N:6]1[C:14]2[C:9](=[CH:10][C:11](/[CH:15]=[C:16]3/[C:17](=[O:22])[NH:18][C:19](=[O:21])[S:20]/3)=[CH:12][CH:13]=2)[CH:8]=[N:7]1.[CH2:33]1[C@@H:38]2[CH2:39][CH2:40][CH2:41][N:37]2[CH2:36][C@H:35]([CH2:42]O)[O:34]1, predict the reaction product. The product is: [F:32][C:2]([F:31])([F:1])[C:3]1[CH:26]=[C:25]([C:27]([F:29])([F:28])[F:30])[CH:24]=[CH:23][C:4]=1[CH2:5][N:6]1[C:14]2[C:9](=[CH:10][C:11](/[CH:15]=[C:16]3/[C:17](=[O:22])[N:18]([CH2:42][C@@H:35]4[O:34][CH2:33][C@@H:38]5[CH2:39][CH2:40][CH2:41][N:37]5[CH2:36]4)[C:19](=[O:21])[S:20]/3)=[CH:12][CH:13]=2)[CH:8]=[N:7]1. (5) Given the reactants [C:1]([O:5][C:6]([N:8]1[CH2:12][C@@H:11]([CH2:13][N:14]([C:25]2[CH:30]=[CH:29][C:28]([Cl:31])=[CH:27][CH:26]=2)[CH2:15][C:16]2[CH:21]=[CH:20][CH:19]=[C:18]([N+:22]([O-])=O)[CH:17]=2)[C@H:10]([CH2:32][C:33]2[CH:38]=[CH:37][CH:36]=[CH:35][CH:34]=2)[CH2:9]1)=[O:7])([CH3:4])([CH3:3])[CH3:2], predict the reaction product. The product is: [C:1]([O:5][C:6]([N:8]1[CH2:9][C@@H:10]([CH2:32][C:33]2[CH:38]=[CH:37][CH:36]=[CH:35][CH:34]=2)[C@H:11]([CH2:13][N:14]([CH2:15][C:16]2[CH:21]=[CH:20][CH:19]=[C:18]([NH2:22])[CH:17]=2)[C:25]2[CH:26]=[CH:27][C:28]([Cl:31])=[CH:29][CH:30]=2)[CH2:12]1)=[O:7])([CH3:4])([CH3:2])[CH3:3]. (6) Given the reactants Cl.[CH3:2][C@@:3]([C:7](N)=[O:8])([CH2:5][SH:6])[NH2:4].[CH3:10][C:11]([CH3:13])=O.C(=O)([O-])[O-:15].[Na+].[Na+], predict the reaction product. The product is: [CH3:10][C:11]1([CH3:13])[NH:4][C:3]([CH3:2])([C:7]([OH:8])=[O:15])[CH2:5][S:6]1.